Regression/Classification. Given a drug SMILES string, predict its absorption, distribution, metabolism, or excretion properties. Task type varies by dataset: regression for continuous measurements (e.g., permeability, clearance, half-life) or binary classification for categorical outcomes (e.g., BBB penetration, CYP inhibition). Dataset: cyp2c19_veith. From a dataset of CYP2C19 inhibition data for predicting drug metabolism from PubChem BioAssay. The result is 1 (inhibitor). The molecule is O=C(c1ccc(Cl)c(S(=O)(=O)NCc2ccccc2)c1)N1CCN(c2ccccn2)CC1.